From a dataset of Reaction yield outcomes from USPTO patents with 853,638 reactions. Predict the reaction yield, written as a fraction of the theoretical maximum amount of product (1.0 means a 100% yield; for example, 0.34 means a 34% yield). (1) No catalyst specified. The yield is 0.920. The product is [Br:11][C:4]1[CH:3]=[C:2]([I:1])[CH:10]=[CH:9][C:5]=1[C:6]([O:8][CH2:17][CH3:18])=[O:7]. The reactants are [I:1][C:2]1[CH:10]=[CH:9][C:5]([C:6]([OH:8])=[O:7])=[C:4]([Br:11])[CH:3]=1.S(=O)(=O)(O)O.[CH2:17](O)[CH3:18]. (2) The reactants are [CH3:1][N:2]([CH3:26])[C:3]1[CH:12]=[CH:11][CH:10]=[C:9]2[C:4]=1[CH:5]=[C:6]1[CH2:25][C:17]3([CH2:22][O:21]C(C)(C)[O:19][CH2:18]3)[CH2:16][C:7]1=[C:8]2[C:13](=[O:15])[CH3:14].Cl. The catalyst is C1COCC1. The product is [CH3:26][N:2]([CH3:1])[C:3]1[CH:12]=[CH:11][CH:10]=[C:9]2[C:4]=1[CH:5]=[C:6]1[CH2:25][C:17]([CH2:18][OH:19])([CH2:22][OH:21])[CH2:16][C:7]1=[C:8]2[C:13](=[O:15])[CH3:14]. The yield is 0.570.